Dataset: Catalyst prediction with 721,799 reactions and 888 catalyst types from USPTO. Task: Predict which catalyst facilitates the given reaction. (1) Reactant: [N+:1]([C:4]1[CH:5]=[CH:6][CH:7]=[C:8]2[C:12]=1[N:11]([CH2:13][C:14]([O:16]C)=[O:15])[CH:10]=[CH:9]2)([O-:3])=[O:2].[Li+].[OH-].Cl. The catalyst class is: 1. Product: [N+:1]([C:4]1[CH:5]=[CH:6][CH:7]=[C:8]2[C:12]=1[N:11]([CH2:13][C:14]([OH:16])=[O:15])[CH:10]=[CH:9]2)([O-:3])=[O:2]. (2) Reactant: C([O:8][NH:9][C:10](=[O:35])[CH2:11][C@H:12]([C:22]1[O:23][C:24]([CH3:34])=[C:25]([C:27]([NH:29][CH2:30][C:31]([OH:33])=[O:32])=[O:28])[N:26]=1)[CH2:13][CH2:14][CH2:15][CH:16]1[CH2:21][CH2:20][CH2:19][CH2:18][CH2:17]1)C1C=CC=CC=1.C([O-])=O.[NH4+]. Product: [CH:16]1([CH2:15][CH2:14][CH2:13][C@@H:12]([C:22]2[O:23][C:24]([CH3:34])=[C:25]([C:27]([NH:29][CH2:30][C:31]([OH:33])=[O:32])=[O:28])[N:26]=2)[CH2:11][C:10]([NH:9][OH:8])=[O:35])[CH2:21][CH2:20][CH2:19][CH2:18][CH2:17]1. The catalyst class is: 421. (3) Reactant: Br[C:2]1[CH:7]=[C:6]([Cl:8])[CH:5]=[CH:4][C:3]=1[CH:9]([NH:11][C:12]1[CH:17]=[CH:16][C:15]([C:18]2[CH:23]=[CH:22][C:21]([F:24])=[CH:20][CH:19]=2)=[CH:14][CH:13]=1)[CH3:10].CC1(C)C(C)(C)OB([C:33]2[CH:34]=[CH:35][C:36]([C:39]([NH:41][CH2:42][CH2:43][C:44]([O:46][CH2:47][CH3:48])=[O:45])=[O:40])=[N:37][CH:38]=2)O1.C([O-])([O-])=O.[K+].[K+].O. Product: [Cl:8][C:6]1[CH:5]=[CH:4][C:3]([CH:9]([NH:11][C:12]2[CH:17]=[CH:16][C:15]([C:18]3[CH:23]=[CH:22][C:21]([F:24])=[CH:20][CH:19]=3)=[CH:14][CH:13]=2)[CH3:10])=[C:2]([C:33]2[CH:34]=[CH:35][C:36]([C:39]([NH:41][CH2:42][CH2:43][C:44]([O:46][CH2:47][CH3:48])=[O:45])=[O:40])=[N:37][CH:38]=2)[CH:7]=1. The catalyst class is: 151. (4) Reactant: [C:1]([C:3]1[CH:8]=[C:7]([CH3:9])[CH:6]=[CH:5][C:4]=1[C:10]1[CH:15]=[C:14]([O:16][CH2:17][CH:18]([OH:21])[CH2:19][OH:20])[CH:13]=[C:12]([C:22](O)=[O:23])[CH:11]=1)#[N:2].Cl.Cl.[CH3:27][C:28]1[N:33]=[CH:32][C:31]([C@H:34]([NH2:36])[CH3:35])=[CH:30][CH:29]=1.F[P-](F)(F)(F)(F)F.C[N+](C)=C(N(C)C)ON1C2N=CC=CC=2N=N1.C(N(CC)C(C)C)(C)C. Product: [C:1]([C:3]1[CH:8]=[C:7]([CH3:9])[CH:6]=[CH:5][C:4]=1[C:10]1[CH:15]=[C:14]([O:16][CH2:17][CH:18]([OH:21])[CH2:19][OH:20])[CH:13]=[C:12]([C:22]([NH:36][C@@H:34]([C:31]2[CH:32]=[N:33][C:28]([CH3:27])=[CH:29][CH:30]=2)[CH3:35])=[O:23])[CH:11]=1)#[N:2]. The catalyst class is: 9. (5) Reactant: [CH3:1][N:2]([CH3:16])[CH2:3][CH2:4][O:5][C:6]1[CH:7]=[C:8]([CH:13]=[CH:14][CH:15]=1)[C:9]([O:11]C)=O.[NH2:17][CH2:18][CH:19]([OH:31])[CH2:20][N:21]1[CH2:30][CH2:29][C:28]2[C:23](=[CH:24][CH:25]=[CH:26][CH:27]=2)[CH2:22]1. Product: [CH2:22]1[C:23]2[C:28](=[CH:27][CH:26]=[CH:25][CH:24]=2)[CH2:29][CH2:30][N:21]1[CH2:20][CH:19]([OH:31])[CH2:18][NH:17][C:9](=[O:11])[C:8]1[CH:13]=[CH:14][CH:15]=[C:6]([O:5][CH2:4][CH2:3][N:2]([CH3:1])[CH3:16])[CH:7]=1. The catalyst class is: 14. (6) Reactant: [Cl:1][C:2]1[CH:9]=[CH:8][C:5]([CH:6]=[O:7])=[CH:4][N:3]=1.[CH2:10]([Mg]Br)[CH2:11][CH3:12]. Product: [Cl:1][C:2]1[N:3]=[CH:4][C:5]([CH:6]([OH:7])[CH2:10][CH2:11][CH3:12])=[CH:8][CH:9]=1. The catalyst class is: 1.